The task is: Predict the product of the given reaction.. This data is from Forward reaction prediction with 1.9M reactions from USPTO patents (1976-2016). (1) Given the reactants [H-].C([Al+]CC(C)C)C(C)C.[CH2:11]([O:18][C@@H:19]([C@@H:45]1[NH:50][C@@H:49]([CH3:51])[C:48](=[O:52])[O:47][CH2:46]1)[C@@H:20]([N:30]([CH2:38][C:39]1[CH:44]=[CH:43][CH:42]=[CH:41][CH:40]=1)[CH2:31][C:32]1[CH:37]=[CH:36][CH:35]=[CH:34][CH:33]=1)[CH2:21][C:22]1[CH:27]=[C:26]([F:28])[CH:25]=[C:24]([F:29])[CH:23]=1)[C:12]1[CH:17]=[CH:16][CH:15]=[CH:14][CH:13]=1, predict the reaction product. The product is: [CH2:11]([O:18][C@@H:19]([C@@H:45]1[NH:50][C@@H:49]([CH3:51])[CH:48]([OH:52])[O:47][CH2:46]1)[C@@H:20]([N:30]([CH2:31][C:32]1[CH:33]=[CH:34][CH:35]=[CH:36][CH:37]=1)[CH2:38][C:39]1[CH:44]=[CH:43][CH:42]=[CH:41][CH:40]=1)[CH2:21][C:22]1[CH:23]=[C:24]([F:29])[CH:25]=[C:26]([F:28])[CH:27]=1)[C:12]1[CH:13]=[CH:14][CH:15]=[CH:16][CH:17]=1. (2) Given the reactants [F:1][C:2]1[CH:3]=[C:4]([CH:8]([NH2:18])[C:9]([CH3:17])([C:11]2[CH:16]=[CH:15][CH:14]=[CH:13][N:12]=2)[CH3:10])[CH:5]=[CH:6][CH:7]=1.C(O)(=O)/C=C/C(O)=O, predict the reaction product. The product is: [F:1][C:2]1[CH:3]=[C:4]([C@@H:8]([NH2:18])[C:9]([CH3:10])([C:11]2[CH:16]=[CH:15][CH:14]=[CH:13][N:12]=2)[CH3:17])[CH:5]=[CH:6][CH:7]=1. (3) Given the reactants Br[C:2]1[CH:7]=[C:6]([CH2:8][CH3:9])[CH:5]=[C:4]([Br:10])[N:3]=1.[F:11][C:12]([F:19])([F:18])[C:13]1[CH:17]=[CH:16][NH:15][N:14]=1.C(=O)([O-])[O-].[K+].[K+], predict the reaction product. The product is: [Br:10][C:4]1[CH:5]=[C:6]([CH2:8][CH3:9])[CH:7]=[C:2]([N:15]2[CH:16]=[CH:17][C:13]([C:12]([F:19])([F:18])[F:11])=[N:14]2)[N:3]=1. (4) The product is: [C:31]([CH2:32][CH2:33][C:18]1([CH2:33][CH2:32][C:31]#[N:34])[C:17]2[CH:16]=[C:15]([C:21](=[O:27])[CH2:22][CH2:23][CH2:24][CH2:25][CH3:26])[CH:14]=[CH:13][C:12]=2[C:11]2[C:19]1=[CH:20][C:8]([C:1](=[O:7])[CH2:2][CH2:3][CH2:4][CH2:5][CH3:6])=[CH:9][CH:10]=2)#[N:34]. Given the reactants [C:1]([C:8]1[CH:20]=[C:19]2[C:11]([C:12]3[CH:13]=[CH:14][C:15]([C:21](=[O:27])[CH2:22][CH2:23][CH2:24][CH2:25][CH3:26])=[CH:16][C:17]=3[CH2:18]2)=[CH:10][CH:9]=1)(=[O:7])[CH2:2][CH2:3][CH2:4][CH2:5][CH3:6].C(Cl)Cl.[C:31](#[N:34])[CH:32]=[CH2:33], predict the reaction product. (5) Given the reactants [CH3:1][C@H:2]1[NH:7][C:6](=O)[C@H:5]([CH2:9][C:10]2[NH:11][N:12]=[C:13]([CH3:15])[CH:14]=2)[NH:4][C:3]1=O.B.[ClH:18].[CH3:19]O, predict the reaction product. The product is: [ClH:18].[CH3:19][N:11]1[C:10]([CH2:9][C@H:5]2[CH2:6][NH:7][C@H:2]([CH3:1])[CH2:3][NH:4]2)=[CH:14][C:13]([CH3:15])=[N:12]1. (6) Given the reactants [NH:1]1[CH:5]=[C:4]([C:6]2[C:7]3[CH:14]=[CH:13][N:12]([CH2:15][O:16][CH2:17][CH2:18][Si:19]([CH3:22])([CH3:21])[CH3:20])[C:8]=3[N:9]=[CH:10][N:11]=2)[CH:3]=[N:2]1.C1CCN2C(=NCCC2)CC1.[N+:34]([C:37]1[CH:38]=[C:39](/[CH:43]=[CH:44]\[C:45]#[N:46])[CH:40]=[CH:41][CH:42]=1)([O-:36])=[O:35], predict the reaction product. The product is: [N+:34]([C:37]1[CH:38]=[C:39]([CH:43]([N:1]2[CH:5]=[C:4]([C:6]3[C:7]4[CH:14]=[CH:13][N:12]([CH2:15][O:16][CH2:17][CH2:18][Si:19]([CH3:22])([CH3:21])[CH3:20])[C:8]=4[N:9]=[CH:10][N:11]=3)[CH:3]=[N:2]2)[CH2:44][C:45]#[N:46])[CH:40]=[CH:41][CH:42]=1)([O-:36])=[O:35].